Dataset: Catalyst prediction with 721,799 reactions and 888 catalyst types from USPTO. Task: Predict which catalyst facilitates the given reaction. (1) Reactant: [CH3:1][C:2]1[C:3]([C@H:8]2[CH2:13][CH2:12][CH2:11][C@@H:10]([C:14]3[C:19]([CH3:20])=[CH:18][CH:17]=[CH:16][N:15]=3)[NH:9]2)=[N:4][CH:5]=[CH:6][CH:7]=1.[N:21]1[CH:26]=[CH:25][CH:24]=[CH:23][C:22]=1[CH2:27][CH2:28]OS(C)(=O)=O.C([O-])([O-])=O.[K+].[K+]. Product: [CH3:1][C:2]1[C:3]([C@H:8]2[CH2:13][CH2:12][CH2:11][C@@H:10]([C:14]3[C:19]([CH3:20])=[CH:18][CH:17]=[CH:16][N:15]=3)[N:9]2[CH2:28][CH2:27][C:22]2[CH:23]=[CH:24][CH:25]=[CH:26][N:21]=2)=[N:4][CH:5]=[CH:6][CH:7]=1. The catalyst class is: 3. (2) Product: [Cl:1][C:2]1[CH:3]=[CH:4][C:5]([S:8]([CH:11]([C:12]2[CH:13]=[CH:14][N:15]=[CH:16][CH:17]=2)[CH2:22][CH2:21][CH2:20][N:19]([CH3:24])[CH3:18])(=[O:9])=[O:10])=[CH:6][CH:7]=1. The catalyst class is: 11. Reactant: [Cl:1][C:2]1[CH:7]=[CH:6][C:5]([S:8]([CH2:11][C:12]2[CH:17]=[CH:16][N:15]=[CH:14][CH:13]=2)(=[O:10])=[O:9])=[CH:4][CH:3]=1.[CH3:18][N:19]([CH3:24])[CH2:20][CH2:21][CH2:22]O.C(C=P(CCCC)(CCCC)CCCC)#N. (3) The catalyst class is: 7. Product: [NH2:16][C:17]1[CH:18]=[C:19]([CH:22]=[CH:23][CH:24]=1)[CH2:20][NH:21][C:9](=[O:10])[O:11][C:12]([CH3:13])([CH3:14])[CH3:15]. Reactant: [C:9](O[C:9]([O:11][C:12]([CH3:15])([CH3:14])[CH3:13])=[O:10])([O:11][C:12]([CH3:15])([CH3:14])[CH3:13])=[O:10].[NH2:16][C:17]1[CH:18]=[C:19]([CH:22]=[CH:23][CH:24]=1)[CH2:20][NH2:21]. (4) Reactant: [C:1]([NH:4][C:5]1[C:10](=[O:11])[N:9]([CH2:12][C:13]([OH:15])=O)[C:8]([C:16]2[CH:21]=[CH:20][CH:19]=[CH:18][CH:17]=2)=[N:7][CH:6]=1)(=[O:3])[CH3:2].CN1CCOCC1.ClC(OCC)=O.Cl.[CH3:36][O:37][C:38](=[O:44])[C@H:39]([CH:41]([CH3:43])[CH3:42])[NH2:40]. Product: [C:1]([NH:4][C:5]1[C:10](=[O:11])[N:9]([CH2:12][C:13]([NH:40][C@@H:39]([CH:41]([CH3:43])[CH3:42])[C:38]([O:37][CH3:36])=[O:44])=[O:15])[C:8]([C:16]2[CH:21]=[CH:20][CH:19]=[CH:18][CH:17]=2)=[N:7][CH:6]=1)(=[O:3])[CH3:2]. The catalyst class is: 362. (5) Reactant: [F:1][C:2]1[CH:18]=[CH:17][C:5]([CH2:6][NH:7][C:8]2[CH:16]=[CH:15][CH:14]=[CH:13][C:9]=2[C:10]([OH:12])=O)=[CH:4][CH:3]=1.[C:19]([O:23][C:24]([N:26]1[CH2:35][C:34]([CH3:37])([CH3:36])[C:33]2[C:28](=[CH:29][C:30]([NH2:38])=[CH:31][CH:32]=2)[CH2:27]1)=[O:25])([CH3:22])([CH3:21])[CH3:20].CN(C(ON1N=NC2C=CC=CC1=2)=[N+](C)C)C.[B-](F)(F)(F)F.CCN(C(C)C)C(C)C. Product: [C:19]([O:23][C:24]([N:26]1[CH2:35][C:34]([CH3:37])([CH3:36])[C:33]2[C:28](=[CH:29][C:30]([NH:38][C:10](=[O:12])[C:9]3[CH:13]=[CH:14][CH:15]=[CH:16][C:8]=3[NH:7][CH2:6][C:5]3[CH:4]=[CH:3][C:2]([F:1])=[CH:18][CH:17]=3)=[CH:31][CH:32]=2)[CH2:27]1)=[O:25])([CH3:22])([CH3:20])[CH3:21]. The catalyst class is: 2. (6) The catalyst class is: 131. Reactant: [F:1][C:2]1[CH:7]=[CH:6][C:5]([N:8]2[C:12]3([CH2:17][CH2:16][NH:15][CH2:14][CH2:13]3)[C:11](=[O:18])[N:10]([CH2:19][C:20]3[CH:21]=[C:22]([CH:30]=[CH:31][CH:32]=3)[C:23]([O:25][C:26]([CH3:29])([CH3:28])[CH3:27])=[O:24])[CH2:9]2)=[CH:4][CH:3]=1.Cl[CH2:34][CH2:35][CH2:36][C:37]([C:39]1[CH:44]=[CH:43][CH:42]=[CH:41][CH:40]=1)=[O:38].[I-].[Na+].C(=O)([O-])[O-].[K+].[K+]. Product: [F:1][C:2]1[CH:3]=[CH:4][C:5]([N:8]2[C:12]3([CH2:13][CH2:14][N:15]([CH2:34][CH2:35][CH2:36][C:37](=[O:38])[C:39]4[CH:44]=[CH:43][CH:42]=[CH:41][CH:40]=4)[CH2:16][CH2:17]3)[C:11](=[O:18])[N:10]([CH2:19][C:20]3[CH:21]=[C:22]([CH:30]=[CH:31][CH:32]=3)[C:23]([O:25][C:26]([CH3:27])([CH3:28])[CH3:29])=[O:24])[CH2:9]2)=[CH:6][CH:7]=1.